This data is from Reaction yield outcomes from USPTO patents with 853,638 reactions. The task is: Predict the reaction yield, written as a fraction of the theoretical maximum amount of product (1.0 means a 100% yield; for example, 0.34 means a 34% yield). The reactants are [NH2:1][C:2]1[N:23]=[C:22](Cl)[CH:21]=[CH:20][C:3]=1[C:4]([NH:6][CH2:7][C:8]1[S:9][C:10]([O:13][C:14]2[CH:19]=[CH:18][CH:17]=[CH:16][CH:15]=2)=[CH:11][CH:12]=1)=[O:5].[CH:25]1C=CC(CC(NCN[C@H](C(O)=O)CC2C=CC([N+]([O-])=O)=CC=2)=O)=C[CH:26]=1.C1(C)C(C)=CC=CC=1.C([Sn](CCCC)(CCCC)CCCC)=C. The catalyst is C1C=CC([P]([Pd]([P](C2C=CC=CC=2)(C2C=CC=CC=2)C2C=CC=CC=2)([P](C2C=CC=CC=2)(C2C=CC=CC=2)C2C=CC=CC=2)[P](C2C=CC=CC=2)(C2C=CC=CC=2)C2C=CC=CC=2)(C2C=CC=CC=2)C2C=CC=CC=2)=CC=1.C(OCC)(=O)C.O. The product is [NH2:1][C:2]1[N:23]=[C:22]([CH:25]=[CH2:26])[CH:21]=[CH:20][C:3]=1[C:4]([NH:6][CH2:7][C:8]1[S:9][C:10]([O:13][C:14]2[CH:19]=[CH:18][CH:17]=[CH:16][CH:15]=2)=[CH:11][CH:12]=1)=[O:5]. The yield is 0.650.